Dataset: Forward reaction prediction with 1.9M reactions from USPTO patents (1976-2016). Task: Predict the product of the given reaction. Given the reactants [CH:1]1([CH:7]([NH:21][C:22]2[CH:30]=[CH:29][C:25]([C:26](O)=[O:27])=[CH:24][CH:23]=2)[C:8]2[CH:12]=[C:11]([CH:13]3[CH2:18][CH2:17][CH2:16][CH2:15][CH2:14]3)[S:10][C:9]=2[CH2:19][CH3:20])[CH2:6][CH2:5][CH2:4][CH2:3][CH2:2]1.[CH3:31][NH:32][CH2:33][CH2:34][C:35]([O:37]CC)=[O:36], predict the reaction product. The product is: [CH:1]1([CH:7]([NH:21][C:22]2[CH:23]=[CH:24][C:25]([C:26]([N:32]([CH3:31])[CH2:33][CH2:34][C:35]([OH:37])=[O:36])=[O:27])=[CH:29][CH:30]=2)[C:8]2[CH:12]=[C:11]([CH:13]3[CH2:14][CH2:15][CH2:16][CH2:17][CH2:18]3)[S:10][C:9]=2[CH2:19][CH3:20])[CH2:6][CH2:5][CH2:4][CH2:3][CH2:2]1.